The task is: Predict which catalyst facilitates the given reaction.. This data is from Catalyst prediction with 721,799 reactions and 888 catalyst types from USPTO. (1) Reactant: CN(C)S([N:6]1[CH:10]=[C:9]([CH2:11][C:12]2[S:13][CH:14]=[CH:15][CH:16]=2)[N:8]=[CH:7]1)(=O)=O.[OH-].[Na+]. Product: [S:13]1[CH:14]=[CH:15][CH:16]=[C:12]1[CH2:11][C:9]1[N:8]=[CH:7][NH:6][CH:10]=1. The catalyst class is: 33. (2) Reactant: [CH2:1]([OH:8])[C:2]1[CH:7]=[CH:6][CH:5]=[CH:4][CH:3]=1.C(N(CC)CC)C.[Br:16][CH2:17][CH2:18][CH2:19][C:20](Cl)=[O:21].Cl. Product: [Br:16][CH2:17][CH2:18][CH2:19][C:20]([O:8][CH2:1][C:2]1[CH:7]=[CH:6][CH:5]=[CH:4][CH:3]=1)=[O:21]. The catalyst class is: 4. (3) Reactant: [CH3:1][CH:2]([CH3:18])[CH2:3][C@H:4]([NH:12][CH2:13][C:14]([CH3:17])([CH3:16])[CH3:15])[C:5]([O:7]C(C)(C)C)=[O:6]. Product: [CH3:1][CH:2]([CH3:18])[CH2:3][C@H:4]([NH:12][CH2:13][C:14]([CH3:15])([CH3:17])[CH3:16])[C:5]([OH:7])=[O:6]. The catalyst class is: 89. (4) Reactant: [CH3:1][S:2](Cl)(=[O:4])=[O:3].[CH2:6]([O:13][CH2:14][C:15]1([CH2:18][OH:19])[CH2:17][CH2:16]1)[C:7]1[CH:12]=[CH:11][CH:10]=[CH:9][CH:8]=1.C(N(CC)CC)C. Product: [CH3:1][S:2]([O:19][CH2:18][C:15]1([CH2:14][O:13][CH2:6][C:7]2[CH:12]=[CH:11][CH:10]=[CH:9][CH:8]=2)[CH2:16][CH2:17]1)(=[O:4])=[O:3]. The catalyst class is: 4. (5) Reactant: [F:1][C:2]1[CH:7]=[CH:6][C:5]([N:8]2[CH2:17][C:16]3[C:12]4=[C:13]([C:18](=[O:22])[N:19]([CH3:21])[CH:20]=[C:11]4[C:10]4[CH:23]=[C:24]([N+:27]([O-])=O)[CH:25]=[N:26][C:9]2=4)[NH:14][CH:15]=3)=[CH:4][CH:3]=1.[H][H]. Product: [NH2:27][C:24]1[CH:25]=[N:26][C:9]2[N:8]([C:5]3[CH:6]=[CH:7][C:2]([F:1])=[CH:3][CH:4]=3)[CH2:17][C:16]3[C:12]4=[C:13]([C:18](=[O:22])[N:19]([CH3:21])[CH:20]=[C:11]4[C:10]=2[CH:23]=1)[NH:14][CH:15]=3. The catalyst class is: 78. (6) Reactant: [Br:1][C:2]1[C:10]2[C:9](Cl)=[N:8][CH:7]=[N:6][C:5]=2[S:4][C:3]=1[C:12]1[CH:17]=[CH:16][C:15]([F:18])=[C:14]([O:19][CH3:20])[CH:13]=1.[OH:21][C@H:22]([CH2:28][C:29]1[CH:34]=[CH:33][CH:32]=[CH:31][C:30]=1[O:35][CH:36]1[CH2:41][CH2:40][CH2:39][CH2:38][O:37]1)[C:23]([O:25][CH2:26][CH3:27])=[O:24].C([O-])([O-])=O.[Cs+].[Cs+].C(O)(C)(C)C. Product: [Br:1][C:2]1[C:10]2[C:9]([O:21][C@H:22]([CH2:28][C:29]3[CH:34]=[CH:33][CH:32]=[CH:31][C:30]=3[O:35][CH:36]3[CH2:41][CH2:40][CH2:39][CH2:38][O:37]3)[C:23]([O:25][CH2:26][CH3:27])=[O:24])=[N:8][CH:7]=[N:6][C:5]=2[S:4][C:3]=1[C:12]1[CH:17]=[CH:16][C:15]([F:18])=[C:14]([O:19][CH3:20])[CH:13]=1. The catalyst class is: 6.